Dataset: Reaction yield outcomes from USPTO patents with 853,638 reactions. Task: Predict the reaction yield, written as a fraction of the theoretical maximum amount of product (1.0 means a 100% yield; for example, 0.34 means a 34% yield). (1) The reactants are C1C(=O)N([Br:8])C(=O)C1.C1(P(C2C=CC=CC=2)C2C=CC=CC=2)C=CC=CC=1.N1C=CC=CC=1.[CH2:34]([O:36][C:37](=[O:43])[CH:38]([CH3:42])[CH2:39][CH2:40]O)[CH3:35]. The catalyst is C(Cl)Cl. The product is [CH2:34]([O:36][C:37](=[O:43])[CH:38]([CH3:42])[CH2:39][CH2:40][Br:8])[CH3:35]. The yield is 0.0730. (2) The reactants are [CH3:1][O:2][C:3]1[CH:4]=[C:5]2[C:10](=[CH:11][C:12]=1[O:13][CH3:14])[N:9]=[CH:8][N:7]=[C:6]2[S:15][C:16]1[CH:17]=[C:18]([CH:20]=[CH:21][CH:22]=1)[NH2:19].[CH:23]([C:26]1[O:30][N:29]=[C:28]([NH:31][C:32](=O)[O:33]C2C=CC=CC=2)[CH:27]=1)([CH3:25])[CH3:24]. The yield is 0.690. The product is [CH3:1][O:2][C:3]1[CH:4]=[C:5]2[C:10](=[CH:11][C:12]=1[O:13][CH3:14])[N:9]=[CH:8][N:7]=[C:6]2[S:15][C:16]1[CH:17]=[C:18]([NH:19][C:32]([NH:31][C:28]2[CH:27]=[C:26]([CH:23]([CH3:25])[CH3:24])[O:30][N:29]=2)=[O:33])[CH:20]=[CH:21][CH:22]=1. No catalyst specified. (3) The reactants are Cl[C:2]1[N:7]=[C:6]([C:8]2[S:12][C:11]([C:13]([NH:16]C(=O)OC(C)(C)C)([CH3:15])[CH3:14])=[N:10][C:9]=2[C:24]2[CH:29]=[CH:28][CH:27]=[C:26]([NH:30][S:31]([C:34]3[C:39]([F:40])=[CH:38][CH:37]=[CH:36][C:35]=3[F:41])(=[O:33])=[O:32])[C:25]=2[F:42])[CH:5]=[CH:4][N:3]=1.[OH-].[NH4+:44]. No catalyst specified. The product is [NH2:16][C:13]([C:11]1[S:12][C:8]([C:6]2[CH:5]=[CH:4][N:3]=[C:2]([NH2:44])[N:7]=2)=[C:9]([C:24]2[C:25]([F:42])=[C:26]([NH:30][S:31]([C:34]3[C:35]([F:41])=[CH:36][CH:37]=[CH:38][C:39]=3[F:40])(=[O:33])=[O:32])[CH:27]=[CH:28][CH:29]=2)[N:10]=1)([CH3:15])[CH3:14]. The yield is 0.450. (4) The reactants are [Cl:1][C:2]1[CH:7]=[CH:6][C:5]([C:8]2[CH:9]=[N:10][CH:11]=[C:12]3[C:17]=2[N:16]=[C:15]([C:18]([OH:20])=O)[CH:14]=[CH:13]3)=[CH:4][CH:3]=1.C(N(CC)C(C)C)(C)C.F[P-](F)(F)(F)(F)F.N1(OC(N(C)C)=[N+](C)C)[C:41]2[N:42]=[CH:43][CH:44]=[CH:45][C:40]=2N=N1.C1(CNC)CC1. The catalyst is CN(C)C=O. The product is [Cl:1][C:2]1[CH:3]=[CH:4][C:5]([C:8]2[CH:9]=[N:10][CH:11]=[C:12]3[C:17]=2[N:16]=[C:15]([C:18]([N:42]([CH2:43][CH:44]2[CH2:40][CH2:45]2)[CH3:41])=[O:20])[CH:14]=[CH:13]3)=[CH:6][CH:7]=1. The yield is 0.0700. (5) The catalyst is O1CCCC1.C1CCCCC1.CCCCCC. The product is [CH:17]([Si:16]([CH:23]([CH3:25])[CH3:24])([CH:20]([CH3:22])[CH3:21])[N:8]1[C:9]2[C:14](=[CH:13][CH:12]=[CH:11][CH:10]=2)[C:15]([CH2:32][C@H:33]([NH:29][CH2:26][CH2:27][CH3:28])[CH2:34][CH2:35][CH3:36])=[CH:7]1)([CH3:19])[CH3:18]. The reactants are C([Li])(CC)C.Br[C:7]1[N:8]([Si:16]([CH:23]([CH3:25])[CH3:24])([CH:20]([CH3:22])[CH3:21])[CH:17]([CH3:19])[CH3:18])[C:9]2[C:14]([CH:15]=1)=[CH:13][CH:12]=[CH:11][CH:10]=2.[CH2:26]([N:29]1[C@H:33]([CH2:34][CH2:35][CH3:36])[CH2:32]OS1(=O)=O)[CH2:27][CH3:28].Cl. The yield is 0.730. (6) The yield is 1.00. The product is [Br:16][C:17]1[CH:18]=[CH:19][C:20]([O:23][CH:2]([CH3:4])[CH3:3])=[CH:21][N:22]=1. The catalyst is C(OCC)(=O)C. The reactants are Br[CH:2]([CH3:4])[CH3:3].C(=O)([O-])[O-].[K+].[K+].CN(C=O)C.[Br:16][C:17]1[N:22]=[CH:21][C:20]([OH:23])=[CH:19][CH:18]=1. (7) The reactants are [CH2:1]([O:8][C:9]([N:11]1[CH2:16][CH2:15][NH:14][CH2:13][CH:12]1[C:17](=[O:22])[N:18]([O:20][CH3:21])[CH3:19])=[O:10])[C:2]1[CH:7]=[CH:6][CH:5]=[CH:4][CH:3]=1.C=O.[C:25](O[BH-](OC(=O)C)OC(=O)C)(=O)C.[Na+]. The catalyst is ClCCCl. The product is [CH2:1]([O:8][C:9]([N:11]1[CH2:16][CH2:15][N:14]([CH3:25])[CH2:13][CH:12]1[C:17](=[O:22])[N:18]([O:20][CH3:21])[CH3:19])=[O:10])[C:2]1[CH:3]=[CH:4][CH:5]=[CH:6][CH:7]=1. The yield is 0.960. (8) The reactants are [Cl:1][C:2]1[CH:7]=[CH:6][C:5]([N:8]2[CH:12]=[CH:11][C:10]([C:13]([O:15]CC)=[O:14])=[N:9]2)=[CH:4][C:3]=1[F:18].[Li+].[OH-].Cl. The catalyst is C1COCC1. The product is [Cl:1][C:2]1[CH:7]=[CH:6][C:5]([N:8]2[CH:12]=[CH:11][C:10]([C:13]([OH:15])=[O:14])=[N:9]2)=[CH:4][C:3]=1[F:18]. The yield is 0.960. (9) The reactants are [F:1][CH:2]([F:24])[O:3][C:4]1[CH:9]=[CH:8][C:7]([N:10]2[CH:15]=[CH:14][C:13](=[O:16])[C:12]([C:17](=O)[CH:18]=[CH:19][N:20](C)C)=[N:11]2)=[CH:6][CH:5]=1.[C:25]1([NH:31]N)[CH:30]=[CH:29][CH:28]=[CH:27][CH:26]=1. The catalyst is CO. The product is [F:1][CH:2]([F:24])[O:3][C:4]1[CH:9]=[CH:8][C:7]([N:10]2[CH:15]=[CH:14][C:13](=[O:16])[C:12]([C:17]3[N:31]([C:25]4[CH:30]=[CH:29][CH:28]=[CH:27][CH:26]=4)[N:20]=[CH:19][CH:18]=3)=[N:11]2)=[CH:6][CH:5]=1. The yield is 0.220.